Task: Predict which catalyst facilitates the given reaction.. Dataset: Catalyst prediction with 721,799 reactions and 888 catalyst types from USPTO (1) Reactant: [O:1]1[CH2:3][C@H:2]1[CH2:4][N:5]1[C:17]2[CH:16]=[CH:15][CH:14]=[CH:13][C:12]=2[C:11]2[C:6]1=[CH:7][CH:8]=[CH:9][CH:10]=2.[NH2:18][CH2:19][C@@H:20]([NH:22][C:23](=[O:29])[O:24][C:25]([CH3:28])([CH3:27])[CH3:26])[CH3:21]. Product: [CH:16]1[C:17]2[N:5]([CH2:4][C@@H:2]([OH:1])[CH2:3][NH:18][CH2:19][C@@H:20]([NH:22][C:23](=[O:29])[O:24][C:25]([CH3:28])([CH3:27])[CH3:26])[CH3:21])[C:6]3[C:11](=[CH:10][CH:9]=[CH:8][CH:7]=3)[C:12]=2[CH:13]=[CH:14][CH:15]=1. The catalyst class is: 8. (2) Reactant: [CH3:1][C:2]1([CH3:14])[C:6]([CH3:8])([CH3:7])[O:5][B:4]([C:9]2[CH:10]=[N:11][NH:12][CH:13]=2)[O:3]1.C(=O)([O-])[O-].[Cs+].[Cs+].[Cl:21][CH2:22][CH2:23]Br. Product: [Cl:21][CH2:22][CH2:23][N:12]1[CH:13]=[C:9]([B:4]2[O:5][C:6]([CH3:7])([CH3:8])[C:2]([CH3:14])([CH3:1])[O:3]2)[CH:10]=[N:11]1. The catalyst class is: 197.